Dataset: NCI-60 drug combinations with 297,098 pairs across 59 cell lines. Task: Regression. Given two drug SMILES strings and cell line genomic features, predict the synergy score measuring deviation from expected non-interaction effect. (1) Drug 1: C1=NC2=C(N1)C(=S)N=C(N2)N. Drug 2: C1CNP(=O)(OC1)N(CCCl)CCCl. Cell line: ACHN. Synergy scores: CSS=47.4, Synergy_ZIP=-2.38, Synergy_Bliss=-4.08, Synergy_Loewe=-49.1, Synergy_HSA=-5.91. (2) Cell line: M14. Synergy scores: CSS=51.1, Synergy_ZIP=-2.94, Synergy_Bliss=-3.87, Synergy_Loewe=-9.13, Synergy_HSA=-3.00. Drug 1: CC(C)(C#N)C1=CC(=CC(=C1)CN2C=NC=N2)C(C)(C)C#N. Drug 2: CC1=C(C(=O)C2=C(C1=O)N3CC4C(C3(C2COC(=O)N)OC)N4)N. (3) Drug 1: C(CC(=O)O)C(=O)CN.Cl. Drug 2: CC1=C(C(=O)C2=C(C1=O)N3CC4C(C3(C2COC(=O)N)OC)N4)N. Cell line: PC-3. Synergy scores: CSS=17.4, Synergy_ZIP=-6.79, Synergy_Bliss=-1.39, Synergy_Loewe=-3.47, Synergy_HSA=0.182. (4) Drug 1: CCC1=CC2CC(C3=C(CN(C2)C1)C4=CC=CC=C4N3)(C5=C(C=C6C(=C5)C78CCN9C7C(C=CC9)(C(C(C8N6C)(C(=O)OC)O)OC(=O)C)CC)OC)C(=O)OC.C(C(C(=O)O)O)(C(=O)O)O. Drug 2: C1CNP(=O)(OC1)N(CCCl)CCCl. Cell line: MALME-3M. Synergy scores: CSS=39.1, Synergy_ZIP=0.606, Synergy_Bliss=-1.30, Synergy_Loewe=-20.5, Synergy_HSA=0.576. (5) Drug 1: CN(C)N=NC1=C(NC=N1)C(=O)N. Drug 2: C1=C(C(=O)NC(=O)N1)F. Cell line: RXF 393. Synergy scores: CSS=33.3, Synergy_ZIP=-1.74, Synergy_Bliss=0.867, Synergy_Loewe=-6.90, Synergy_HSA=1.46.